From a dataset of Full USPTO retrosynthesis dataset with 1.9M reactions from patents (1976-2016). Predict the reactants needed to synthesize the given product. (1) Given the product [CH3:27][C:17]1[CH:22]=[CH:21][C:20]([S:23]([O:6][CH2:5][CH:3]2[CH2:4][C:2]2([F:7])[F:1])(=[O:25])=[O:24])=[CH:19][CH:18]=1, predict the reactants needed to synthesize it. The reactants are: [F:1][C:2]1([F:7])[CH2:4][CH:3]1[CH2:5][OH:6].FF.C(N(CC)CC)C.[C:17]1([CH3:27])[CH:22]=[CH:21][C:20]([S:23](Cl)(=[O:25])=[O:24])=[CH:19][CH:18]=1. (2) Given the product [F:3][C:4]1[CH:5]=[CH:6][C:7]([C@@H:10]([NH:12][CH2:13][CH:14]([OH:16])[CH3:15])[CH3:11])=[CH:8][CH:9]=1, predict the reactants needed to synthesize it. The reactants are: [BH4-].[Na+].[F:3][C:4]1[CH:9]=[CH:8][C:7]([C@@H:10]([NH:12][CH2:13][C:14](=[O:16])[CH3:15])[CH3:11])=[CH:6][CH:5]=1. (3) Given the product [N:47]1[C:48]2[C:43](=[CH:42][CH:41]=[CH:40][C:39]=2[CH2:38][N:2]2[CH:3]=[C:4]([NH:6][C:7]([C:9]3[C:17]4[C:12](=[CH:13][C:14]([C:18]5[CH:22]=[N:21][NH:20][CH:19]=5)=[CH:15][CH:16]=4)[NH:11][N:10]=3)=[O:8])[CH:5]=[N:1]2)[CH:44]=[CH:45][CH:46]=1, predict the reactants needed to synthesize it. The reactants are: [NH:1]1[CH:5]=[C:4]([NH:6][C:7]([C:9]2[C:17]3[C:12](=[CH:13][C:14]([C:18]4[CH:19]=[N:20][N:21](C5CCCCO5)[CH:22]=4)=[CH:15][CH:16]=3)[N:11](COCC[Si](C)(C)C)[N:10]=2)=[O:8])[CH:3]=[N:2]1.Br[CH2:38][C:39]1[CH:40]=[CH:41][CH:42]=[C:43]2[C:48]=1[N:47]=[CH:46][CH:45]=[CH:44]2.C(=O)([O-])[O-].[Cs+].[Cs+].C([SiH](C(C)C)C(C)C)(C)C. (4) Given the product [C:11]([O:15][C:16]([N:18]1[CH2:22][CH2:21][CH:20]([O:10][C:5]2[CH:4]=[CH:3][C:2]([I:1])=[CH:9][C:6]=2[CH:7]=[O:8])[CH2:19]1)=[O:17])([CH3:14])([CH3:12])[CH3:13], predict the reactants needed to synthesize it. The reactants are: [I:1][C:2]1[CH:9]=[C:6]([CH:7]=[O:8])[C:5]([OH:10])=[CH:4][CH:3]=1.[C:11]([O:15][C:16]([N:18]1[CH2:22][CH2:21][C@H:20](OS(C)(=O)=O)[CH2:19]1)=[O:17])([CH3:14])([CH3:13])[CH3:12].C([O-])([O-])=O.[K+].[K+].